Dataset: Reaction yield outcomes from USPTO patents with 853,638 reactions. Task: Predict the reaction yield, written as a fraction of the theoretical maximum amount of product (1.0 means a 100% yield; for example, 0.34 means a 34% yield). (1) The reactants are [NH2:1][CH2:2][CH2:3][NH:4][C:5](=[O:7])[CH3:6].[CH3:8][O:9][C:10]1[CH:11]=[C:12]([CH:28]=[CH:29][CH:30]=1)[CH2:13][C:14]1[C:15]([CH3:27])=[N:16][C:17]2[N:18]([N:21]=[CH:22][C:23]=2[C:24](O)=[O:25])[C:19]=1[CH3:20]. No catalyst specified. The product is [C:5]([NH:4][CH2:3][CH2:2][NH:1][C:24]([C:23]1[CH:22]=[N:21][N:18]2[C:19]([CH3:20])=[C:14]([CH2:13][C:12]3[CH:28]=[CH:29][CH:30]=[C:10]([O:9][CH3:8])[CH:11]=3)[C:15]([CH3:27])=[N:16][C:17]=12)=[O:25])(=[O:7])[CH3:6]. The yield is 0.630. (2) The reactants are Br[CH2:2][C:3]1[N:13]([CH2:14][C:15]([CH3:18])([CH3:17])[CH3:16])[C:6]2[N:7]=[C:8]([C:11]#[N:12])[N:9]=[CH:10][C:5]=2[CH:4]=1.[NH:19]1[CH2:24][CH2:23][CH2:22][CH2:21][C:20]1=O.C([O-])([O-])=[O:27].[K+].[K+]. The catalyst is CN(C=O)C. The product is [CH3:16][C:15]([CH3:18])([CH3:17])[CH2:14][N:13]1[C:6]2[N:7]=[C:8]([C:11]#[N:12])[N:9]=[CH:10][C:5]=2[CH:4]=[C:3]1[CH2:2][N:19]1[CH2:24][CH2:23][C:22](=[O:27])[CH2:21][CH2:20]1. The yield is 0.920. (3) The product is [C:7]([O:48][C:45](=[O:46])[NH:1][CH2:2][CH2:3][CH2:4][N:5]1[C:14]2[CH:13]=[CH:12][C:11]([Cl:15])=[CH:10][C:9]=2[C:8]2=[N:16][N:17]([CH:30]3[CH2:31][CH2:32][CH2:33][CH2:34][O:36]3)[C:18]([CH2:19][CH:20]=[O:21])=[C:7]2[C:6]1=[O:22])([CH3:8])([CH3:18])[CH3:6]. The catalyst is C(Cl)Cl. The yield is 0.870. The reactants are [NH2:1][CH2:2][CH2:3][CH2:4][N:5]1[C:14]2[CH:13]=[CH:12][C:11]([Cl:15])=[CH:10][C:9]=2[C:8]2=[N:16][NH:17][C:18]([CH2:19][CH2:20][OH:21])=[C:7]2[C:6]1=[O:22].CC(OI1(OC(C)=O)(OC(C)=O)[O:36][C:34](=O)[C:33]2[CH:32]=[CH:31][CH:30]=CC1=2)=O.[C:45]([O-:48])(O)=[O:46].[Na+]. (4) The reactants are Cl.Cl.[NH2:3][CH2:4][C:5]1[C:14]([O:15][C@@H:16]([C:23]2[CH:28]=[CH:27][CH:26]=[CH:25][CH:24]=2)[CH2:17][N:18]2[CH:22]=[CH:21][N:20]=[CH:19]2)=[CH:13][CH:12]=[C:11]2[C:6]=1[CH2:7][CH2:8][CH2:9][C:10]2=[O:29].[C:30]1([S:36](Cl)(=[O:38])=[O:37])[CH:35]=[CH:34][CH:33]=[CH:32][CH:31]=1. The catalyst is N1C=CC=CC=1.CN(C1C=CN=CC=1)C. The product is [N:18]1([CH2:17][C@H:16]([C:23]2[CH:24]=[CH:25][CH:26]=[CH:27][CH:28]=2)[O:15][C:14]2[CH:13]=[CH:12][C:11]3[C:10](=[O:29])[CH2:9][CH2:8][CH2:7][C:6]=3[C:5]=2[CH2:4][NH:3][S:36]([C:30]2[CH:35]=[CH:34][CH:33]=[CH:32][CH:31]=2)(=[O:38])=[O:37])[CH:22]=[CH:21][N:20]=[CH:19]1. The yield is 0.670. (5) The reactants are FC(F)(F)O[C:4]1[CH:9]=[CH:8][C:7]([N:10]2[CH:14]=NC(C3C=CC(C#N)=CC=3)=[N:11]2)=[CH:6][CH:5]=1.N1C=CN=N1.IC1C=CC(OC(F)(F)F)=CC=1.C([O-])([O-])=O.[Cs+].[Cs+].O[C:49]1[CH:50]=[CH:51][CH:52]=[C:53]2[C:58]=1[N:57]=[CH:56]C=C2. The catalyst is [Cu]I.CN(C=O)C.O. The product is [C:58]1([N:57]2[CH:56]=[CH:14][N:10]([C:7]3[CH:6]=[CH:5][CH:4]=[CH:9][CH:8]=3)[NH:11]2)[CH:53]=[CH:52][CH:51]=[CH:50][CH:49]=1. The yield is 0.130. (6) The reactants are Br[C:2]1[CH:3]=[CH:4][C:5]2[N:6]([C:8]([C:11]3[CH:20]=[CH:19][C:18]4[C:13](=[C:14]([O:21][Si:22]([C:25]([CH3:28])([CH3:27])[CH3:26])([CH3:24])[CH3:23])[CH:15]=[CH:16][CH:17]=4)[N:12]=3)=[N:9][N:10]=2)[CH:7]=1.[CH:29]1(B(O)O)[CH2:31][CH2:30]1.P(C1CCCCC1)(C1CCCCC1)C1CCCCC1.[O-]P([O-])([O-])=O.[K+].[K+].[K+]. The catalyst is C1(C)C=CC=CC=1.CC([O-])=O.CC([O-])=O.[Pd+2].O. The yield is 0.348. The product is [Si:22]([O:21][C:14]1[CH:15]=[CH:16][CH:17]=[C:18]2[C:13]=1[N:12]=[C:11]([C:8]1[N:6]3[CH:7]=[C:2]([CH:29]4[CH2:31][CH2:30]4)[CH:3]=[CH:4][C:5]3=[N:10][N:9]=1)[CH:20]=[CH:19]2)([C:25]([CH3:28])([CH3:27])[CH3:26])([CH3:24])[CH3:23].